The task is: Predict the reaction yield, written as a fraction of the theoretical maximum amount of product (1.0 means a 100% yield; for example, 0.34 means a 34% yield).. This data is from Reaction yield outcomes from USPTO patents with 853,638 reactions. The reactants are Cl[C:2]1[CH:12]=[CH:11][C:5]([C:6]([O:8]CC)=[O:7])=[CH:4][N:3]=1.[O:13]1[CH2:16][CH2:15][CH:14]1[CH2:17][OH:18].[OH-].[Li+]. No catalyst specified. The product is [O:13]1[CH2:16][CH2:15][CH:14]1[CH2:17][O:18][C:2]1[CH:12]=[CH:11][C:5]([C:6]([OH:8])=[O:7])=[CH:4][N:3]=1. The yield is 0.420.